From a dataset of Forward reaction prediction with 1.9M reactions from USPTO patents (1976-2016). Predict the product of the given reaction. (1) Given the reactants [C:1]([O:5][C:6]([N:8]([CH2:33][C:34]1[CH:39]=[CH:38][C:37]([O:40][CH3:41])=[CH:36][CH:35]=1)[C:9]1[CH:14]=[C:13]([CH2:15][C@H:16]2[C:19](=[O:20])[NH:18][C@@H:17]2[C:21]([O:23][CH2:24][C:25]2[CH:30]=[CH:29][C:28]([O:31][CH3:32])=[CH:27][CH:26]=2)=[O:22])[CH:12]=[CH:11][N:10]=1)=[O:7])([CH3:4])([CH3:3])[CH3:2].C1([O:48][C:49](=O)[NH:50][C@@H:51]([C:53]2[CH:63]=[CH:62][C:56]3[O:57][C:58]([F:61])([F:60])[O:59][C:55]=3[CH:54]=2)[CH3:52])C=CC=CC=1, predict the reaction product. The product is: [C:1]([O:5][C:6]([N:8]([CH2:33][C:34]1[CH:39]=[CH:38][C:37]([O:40][CH3:41])=[CH:36][CH:35]=1)[C:9]1[CH:14]=[C:13]([CH2:15][C@H:16]2[C:19](=[O:20])[N:18]([C:49](=[O:48])[NH:50][C@@H:51]([C:53]3[CH:63]=[CH:62][C:56]4[O:57][C:58]([F:61])([F:60])[O:59][C:55]=4[CH:54]=3)[CH3:52])[C@@H:17]2[C:21]([O:23][CH2:24][C:25]2[CH:26]=[CH:27][C:28]([O:31][CH3:32])=[CH:29][CH:30]=2)=[O:22])[CH:12]=[CH:11][N:10]=1)=[O:7])([CH3:3])([CH3:4])[CH3:2]. (2) Given the reactants C(OC([NH:8][C@@H:9]([CH2:13][C:14]1[CH:19]=[CH:18][C:17]([C:20]2[CH:25]=[CH:24][CH:23]=[C:22]([Cl:26])[CH:21]=2)=[CH:16][CH:15]=1)[C:10]([OH:12])=[O:11])=O)(C)(C)C.[CH2:27](Br)[C:28]1[CH:33]=[CH:32][CH:31]=[CH:30][CH:29]=1.C([O-])(O)=O.[Na+], predict the reaction product. The product is: [CH2:27]([O:12][C:10](=[O:11])[C@@H:9]([NH2:8])[CH2:13][C:14]1[CH:15]=[CH:16][C:17]([C:20]2[CH:25]=[CH:24][CH:23]=[C:22]([Cl:26])[CH:21]=2)=[CH:18][CH:19]=1)[C:28]1[CH:33]=[CH:32][CH:31]=[CH:30][CH:29]=1.